This data is from Peptide-MHC class II binding affinity with 134,281 pairs from IEDB. The task is: Regression. Given a peptide amino acid sequence and an MHC pseudo amino acid sequence, predict their binding affinity value. This is MHC class II binding data. (1) The peptide sequence is AFKVAKTAANAAPAN. The MHC is DRB1_0701 with pseudo-sequence DRB1_0701. The binding affinity (normalized) is 0.630. (2) The peptide sequence is IELQIVDKIDAAFKI. The MHC is DRB1_1101 with pseudo-sequence DRB1_1101. The binding affinity (normalized) is 0.763. (3) The peptide sequence is SIINHKFCNLSDAHK. The MHC is DRB1_1302 with pseudo-sequence DRB1_1302. The binding affinity (normalized) is 0.478.